Dataset: Full USPTO retrosynthesis dataset with 1.9M reactions from patents (1976-2016). Task: Predict the reactants needed to synthesize the given product. (1) Given the product [NH2:22][C:21]1[CH:20]=[CH:19][C:4]([O:5][CH:6]2[CH2:7][CH2:8][N:9]([C:12]([O:14][C:15]([CH3:18])([CH3:16])[CH3:17])=[O:13])[CH2:10][CH2:11]2)=[CH:3][C:2]=1[F:1], predict the reactants needed to synthesize it. The reactants are: [F:1][C:2]1[CH:3]=[C:4]([CH:19]=[CH:20][C:21]=1[N+:22]([O-])=O)[O:5][CH:6]1[CH2:11][CH2:10][N:9]([C:12]([O:14][C:15]([CH3:18])([CH3:17])[CH3:16])=[O:13])[CH2:8][CH2:7]1. (2) Given the product [I:1][C:2]1[CH:7]=[CH:6][CH:5]=[CH:4][C:3]=1[CH:8]([CH3:12])[C:9]([NH2:15])=[O:10], predict the reactants needed to synthesize it. The reactants are: [I:1][C:2]1[CH:7]=[CH:6][CH:5]=[CH:4][C:3]=1[CH:8]([CH3:12])[C:9](O)=[O:10].CC[N:15](C(C)C)C(C)C.C1C=CC2N(O)N=NC=2C=1.CCN=C=NCCCN(C)C.Cl.Cl.C(=O)([O-])[O-].[NH4+].[NH4+]. (3) Given the product [Cl:17][C:2]([CH3:13])([CH3:1])[C:3]([C:5]1[CH:10]=[CH:9][C:8]([CH3:11])=[CH:7][C:6]=1[CH3:12])=[O:4], predict the reactants needed to synthesize it. The reactants are: [CH3:1][CH:2]([CH3:13])[C:3]([C:5]1[CH:10]=[CH:9][C:8]([CH3:11])=[CH:7][C:6]=1[CH3:12])=[O:4].S(Cl)([Cl:17])(=O)=O. (4) Given the product [F:35][C:23]1[CH:22]=[C:21]([NH:20][C:18]2[N:17]=[CH:16][N:15]=[C:14]3[NH:13][N:12]=[C:11]([O:10][CH2:9][CH2:8][N:36]4[CH2:41][CH2:40][O:39][CH2:38][CH2:37]4)[C:19]=23)[CH:26]=[CH:25][C:24]=1[O:27][C:28]1[CH:29]=[N:30][C:31]([CH3:34])=[CH:32][CH:33]=1, predict the reactants needed to synthesize it. The reactants are: [I-].[K+].CS(O[CH2:8][CH2:9][O:10][C:11]1[C:19]2[C:14](=[N:15][CH:16]=[N:17][C:18]=2[NH:20][C:21]2[CH:26]=[CH:25][C:24]([O:27][C:28]3[CH:29]=[N:30][C:31]([CH3:34])=[CH:32][CH:33]=3)=[C:23]([F:35])[CH:22]=2)[NH:13][N:12]=1)(=O)=O.[NH:36]1[CH2:41][CH2:40][O:39][CH2:38][CH2:37]1. (5) Given the product [CH3:1][O:2][C:3]1[CH:8]=[CH:7][C:6]([N:9]2[C:13]3[CH:14]=[C:15]([C:18]4[O:22][C:21]([S:23][CH2:25][C:26]5[CH:27]=[C:28]([CH:31]=[CH:32][CH:33]=5)[C:29]#[N:30])=[N:20][N:19]=4)[CH:16]=[CH:17][C:12]=3[N:11]=[CH:10]2)=[CH:5][CH:4]=1, predict the reactants needed to synthesize it. The reactants are: [CH3:1][O:2][C:3]1[CH:8]=[CH:7][C:6]([N:9]2[C:13]3[CH:14]=[C:15]([C:18]4[O:22][C:21]([SH:23])=[N:20][N:19]=4)[CH:16]=[CH:17][C:12]=3[N:11]=[CH:10]2)=[CH:5][CH:4]=1.Br[CH2:25][C:26]1[CH:27]=[C:28]([CH:31]=[CH:32][CH:33]=1)[C:29]#[N:30]. (6) Given the product [NH2:1][C:4]1[CH:9]=[CH:8][C:7]([C:10]2[CH:11]=[CH:12][C:13]([S:16]([N:19]3[CH:23]([C:24]([OH:26])=[O:25])[CH2:22][CH:21]4[CH2:27][CH2:28][CH2:29][CH:20]34)(=[O:18])=[O:17])=[CH:14][CH:15]=2)=[CH:6][CH:5]=1, predict the reactants needed to synthesize it. The reactants are: [N+:1]([C:4]1[CH:9]=[CH:8][C:7]([C:10]2[CH:15]=[CH:14][C:13]([S:16]([N:19]3[CH:23]([C:24]([OH:26])=[O:25])[CH2:22][CH:21]4[CH2:27][CH2:28][CH2:29][CH:20]34)(=[O:18])=[O:17])=[CH:12][CH:11]=2)=[CH:6][CH:5]=1)([O-])=O.C.